Dataset: M1 muscarinic receptor agonist screen with 61,833 compounds. Task: Binary Classification. Given a drug SMILES string, predict its activity (active/inactive) in a high-throughput screening assay against a specified biological target. (1) The compound is s1c(nn2c(nnc12)c1c(OC)cccc1)c1oc2c(c1)cccc2. The result is 0 (inactive). (2) The drug is S(=O)(=O)(N1CCN(CC1)C(OCC)=O)c1ccc(cc1)C(=O)Nc1c(F)cc(F)cc1. The result is 0 (inactive). (3) The molecule is Brc1c(NC(=O)CSc2oc(nn2)CCCc2ccc(OC)cc2)cc(c(c1)C)C. The result is 0 (inactive). (4) The compound is O(c1c(OCC)cc(cc1OCC)C(=O)Nc1n(c(=O)n(c(=O)c1)C)C)CC. The result is 0 (inactive). (5) The compound is O=C(NC1CC2N(C(C1)CC2)CC(=O)NCc1ccccc1)C1CC1. The result is 0 (inactive).